This data is from CYP2D6 inhibition data for predicting drug metabolism from PubChem BioAssay. The task is: Regression/Classification. Given a drug SMILES string, predict its absorption, distribution, metabolism, or excretion properties. Task type varies by dataset: regression for continuous measurements (e.g., permeability, clearance, half-life) or binary classification for categorical outcomes (e.g., BBB penetration, CYP inhibition). Dataset: cyp2d6_veith. (1) The molecule is COc1ccc(Nc2nc(N3CCCCC3)c3ccccc3n2)cc1. The result is 1 (inhibitor). (2) The molecule is CC(NCc1ccc(Cl)cc1)C(O)c1ccccc1.Cl. The result is 1 (inhibitor). (3) The drug is COc1ccc(NC(=O)N2CC3(CCN(C(=O)c4c(C)noc4C)CC3)C2)cc1. The result is 0 (non-inhibitor).